This data is from Catalyst prediction with 721,799 reactions and 888 catalyst types from USPTO. The task is: Predict which catalyst facilitates the given reaction. (1) Product: [CH3:6][NH:8][CH2:9][C:10]1[O:44][C:23]2[CH:24]=[C:25]([C:28]3[N:33]4[N:34]=[C:35]([NH:37][C:38]5[CH:43]=[CH:42][CH:41]=[CH:40][CH:39]=5)[N:36]=[C:32]4[CH:31]=[CH:30][CH:29]=3)[CH:26]=[CH:27][C:22]=2[N:21]=1. The catalyst class is: 9. Reactant: C(O[C:6]([N:8](C)[CH2:9][C:10](O)=O)=O)(C)(C)C.C(N(CC)CC)C.[NH2:21][C:22]1[CH:27]=[CH:26][C:25]([C:28]2[N:33]3[N:34]=[C:35]([NH:37][C:38]4[CH:43]=[CH:42][CH:41]=[CH:40][CH:39]=4)[N:36]=[C:32]3[CH:31]=[CH:30][CH:29]=2)=[CH:24][C:23]=1[OH:44]. (2) Reactant: [I:1][C:2]1[C:3]2[S:9][CH:8]=[CH:7][C:4]=2[NH:5][N:6]=1.[CH3:10]C([O-])(C)C.[K+].IC. Product: [I:1][C:2]1[C:3]2[S:9][CH:8]=[CH:7][C:4]=2[N:5]([CH3:10])[N:6]=1. The catalyst class is: 1. (3) Reactant: [C:1]1([CH2:7][CH2:8][N:9]2[C:17]3[C:12](=[CH:13][CH:14]=[CH:15][CH:16]=3)[CH:11]=[C:10]2[C:18]([OH:20])=O)[CH:6]=[CH:5][CH:4]=[CH:3][CH:2]=1.[CH3:21][CH:22]([CH3:42])[CH2:23][NH:24][C@@H:25]1[CH2:30][N:29]([C:31]([O:33][C:34]([CH3:37])([CH3:36])[CH3:35])=[O:32])[CH2:28][C@H:27]([C:38]([O:40]C)=O)[CH2:26]1.[CH:43]([N:46](C(C)C)[CH2:47][CH3:48])(C)[CH3:44].F[P-](F)(F)(F)(F)F.ClC(N(C)C)=[N+](C)C.C(=O)(O)[O-:68].[Na+]. Product: [CH3:42][CH:22]([CH3:21])[CH2:23][N:24]([C:18]([C:10]1[N:9]([CH2:8][CH2:7][C:1]2[CH:2]=[CH:3][CH:4]=[CH:5][CH:6]=2)[C:17]2[C:12]([CH:11]=1)=[CH:13][CH:14]=[CH:15][CH:16]=2)=[O:20])[C@H:25]1[CH2:26][C@@H:27]([C:38]([N:46]2[CH2:47][CH2:48][O:68][CH2:44][CH2:43]2)=[O:40])[CH2:28][N:29]([C:31]([O:33][C:34]([CH3:35])([CH3:36])[CH3:37])=[O:32])[CH2:30]1. The catalyst class is: 2. (4) Reactant: CC([O:4][C@@H:5]([CH2:10][N+:11]([CH3:14])([CH3:13])[CH3:12])[CH2:6][C:7]([O-:9])=[O:8])=O.[C:15]([OH:22])(=[O:21])/[CH:16]=[CH:17]/[C:18]([OH:20])=[O:19]. Product: [CH3:12][N+:11]([CH2:10][C@H:5]([OH:4])[CH2:6][C:7]([OH:9])=[O:8])([CH3:13])[CH3:14].[CH:16](/[C:15]([O-:22])=[O:21])=[CH:17]\[C:18]([O-:20])=[O:19]. The catalyst class is: 8.